This data is from Forward reaction prediction with 1.9M reactions from USPTO patents (1976-2016). The task is: Predict the product of the given reaction. (1) Given the reactants C1(P(C2C=CC=CC=2)C2C=CC=CC=2)C=CC=CC=1.CC(OC(/N=N/C(OC(C)C)=O)=O)C.[OH:34][C:35]1[CH:36]=[C:37]([CH:41]=[CH:42][CH:43]=1)[C:38]([NH2:40])=[O:39].C(N(CC)CC)C.[CH2:51](O)[CH2:52][CH2:53][CH2:54]/[CH:55]=[CH:56]\[CH2:57][CH2:58][CH2:59][CH3:60], predict the reaction product. The product is: [CH2:51]([O:34][C:35]1[CH:36]=[C:37]([C:38]([NH2:40])=[O:39])[CH:41]=[CH:42][CH:43]=1)[CH2:52][CH2:53][CH2:54]/[CH:55]=[CH:56]\[CH2:57][CH2:58][CH2:59][CH3:60]. (2) Given the reactants C([O:3][C:4]([C:6]([CH3:33])([CH2:17][CH2:18][C:19]1[CH:24]=[CH:23][C:22]([CH2:25][CH2:26][CH2:27][CH2:28][CH2:29][CH2:30][CH2:31][CH3:32])=[CH:21][CH:20]=1)[CH2:7][CH2:8][P:9](=[O:16])([O:13][CH2:14][CH3:15])[O:10][CH2:11][CH3:12])=[O:5])C.[OH-].[Na+].O1CCCC1, predict the reaction product. The product is: [C:4]([C:6]([CH3:33])([CH2:17][CH2:18][C:19]1[CH:24]=[CH:23][C:22]([CH2:25][CH2:26][CH2:27][CH2:28][CH2:29][CH2:30][CH2:31][CH3:32])=[CH:21][CH:20]=1)[CH2:7][CH2:8][P:9](=[O:16])([O:13][CH2:14][CH3:15])[O:10][CH2:11][CH3:12])([OH:5])=[O:3]. (3) The product is: [Cl:24][C:25]1[CH:30]=[CH:29][C:28]([C:31]2[NH:12][C:11]3[N:10]([N:9]=[CH:8][C:7]=3[C:6]3[N:2]([CH3:1])[N:3]=[CH:4][CH:5]=3)[C:33](=[O:34])[CH:32]=2)=[CH:27][C:26]=1[O:39][CH3:40]. Given the reactants [CH3:1][N:2]1[C:6]([C:7]2[CH:8]=[N:9][NH:10][C:11]=2[NH2:12])=[CH:5][CH:4]=[N:3]1.CC1C=CC(S(O)(=O)=O)=CC=1.[Cl:24][C:25]1[CH:30]=[CH:29][C:28]([C:31](=O)[CH2:32][C:33](OCC)=[O:34])=[CH:27][C:26]=1[O:39][CH3:40], predict the reaction product. (4) The product is: [F:12][C:9]([F:10])([F:11])[C:7]1[CH:6]=[C:5]([C@H:13]([O:15][C@@H:16]2[C@@H:21]([C:22]3[CH:23]=[CH:24][C:25]([F:28])=[CH:26][CH:27]=3)[C@H:20]([CH2:29][N:30]3[CH2:35][CH2:34][N:33]([CH:43]4[CH2:44][CH2:45][N:40]([CH3:39])[CH2:41][CH2:42]4)[CH2:32][C:31]3=[O:36])[CH2:19][CH2:18][O:17]2)[CH3:14])[CH:4]=[C:3]([C:2]([F:1])([F:37])[F:38])[CH:8]=1. Given the reactants [F:1][C:2]([F:38])([F:37])[C:3]1[CH:4]=[C:5]([C@H:13]([O:15][C@@H:16]2[C@@H:21]([C:22]3[CH:27]=[CH:26][C:25]([F:28])=[CH:24][CH:23]=3)[C@H:20]([CH2:29][N:30]3[CH2:35][CH2:34][NH:33][CH2:32][C:31]3=[O:36])[CH2:19][CH2:18][O:17]2)[CH3:14])[CH:6]=[C:7]([C:9]([F:12])([F:11])[F:10])[CH:8]=1.[CH3:39][N:40]1[CH2:45][CH2:44][C:43](=O)[CH2:42][CH2:41]1, predict the reaction product. (5) Given the reactants [CH3:1][C:2]1[CH:23]=[CH:22][CH:21]=[C:20]([CH3:24])[C:3]=1[CH2:4][O:5][C:6]1[CH:7]=[C:8]([CH:12]([CH2:18][CH3:19])[C:13]([O:15]CC)=[O:14])[CH:9]=[CH:10][CH:11]=1.[OH-].[Na+].Cl, predict the reaction product. The product is: [CH3:24][C:20]1[CH:21]=[CH:22][CH:23]=[C:2]([CH3:1])[C:3]=1[CH2:4][O:5][C:6]1[CH:7]=[C:8]([CH:12]([CH2:18][CH3:19])[C:13]([OH:15])=[O:14])[CH:9]=[CH:10][CH:11]=1. (6) Given the reactants C([O:8][C:9]1[C:10]([CH2:18][CH2:19][CH2:20][CH2:21][CH2:22][CH2:23][CH2:24][CH2:25][CH2:26][CH2:27][O:28]COC)=[N:11][C:12]([O:16][CH3:17])=[N:13][C:14]=1[CH3:15])C1C=CC=CC=1.Cl, predict the reaction product. The product is: [OH:28][CH2:27][CH2:26][CH2:25][CH2:24][CH2:23][CH2:22][CH2:21][CH2:20][CH2:19][CH2:18][C:10]1[C:9]([OH:8])=[C:14]([CH3:15])[N:13]=[C:12]([O:16][CH3:17])[N:11]=1.